Dataset: Full USPTO retrosynthesis dataset with 1.9M reactions from patents (1976-2016). Task: Predict the reactants needed to synthesize the given product. Given the product [CH2:16]=[CH:17][CH2:18][CH2:19][CH2:20][CH:1]([OH:15])[CH2:2][CH2:3][CH2:4][CH2:5][CH2:6][CH2:7][CH2:8][CH2:9][CH2:10][CH2:11][CH2:12][CH2:13][CH3:14], predict the reactants needed to synthesize it. The reactants are: [CH:1](=[O:15])[CH2:2][CH2:3][CH2:4][CH2:5][CH2:6][CH2:7][CH2:8][CH2:9][CH2:10][CH2:11][CH2:12][CH2:13][CH3:14].[CH2:16]([Mg]Br)[CH2:17][CH2:18][CH:19]=[CH2:20].